This data is from Forward reaction prediction with 1.9M reactions from USPTO patents (1976-2016). The task is: Predict the product of the given reaction. (1) Given the reactants Cl.Cl.[Cl:3][C:4]1[C:8]([NH:9][CH3:10])=[CH:7][N:6]([C:11]2[CH:12]=[N:13][CH:14]=[CH:15][CH:16]=2)[N:5]=1.C(N(CC)CC)C.[CH3:24][S:25][CH2:26][CH2:27][C:28]([OH:30])=O.Cl.C(N=C=NCCCN(C)C)C, predict the reaction product. The product is: [Cl:3][C:4]1[C:8]([N:9]([CH3:10])[C:28](=[O:30])[CH2:27][CH2:26][S:25][CH3:24])=[CH:7][N:6]([C:11]2[CH:12]=[N:13][CH:14]=[CH:15][CH:16]=2)[N:5]=1. (2) Given the reactants [OH:1][C:2]1[CH:3]=[C:4]([CH:8]=[C:9]([S:11]([F:16])([F:15])([F:14])([F:13])[F:12])[CH:10]=1)[C:5]([OH:7])=[O:6].[C:17]([O:21][C:22](=[O:27])[NH:23][CH2:24][CH2:25]Br)([CH3:20])([CH3:19])[CH3:18].C(=O)([O-])[O-].[Cs+].[Cs+].[OH-].[Na+], predict the reaction product. The product is: [C:17]([O:21][C:22]([NH:23][CH2:24][CH2:25][O:1][C:2]1[CH:3]=[C:4]([CH:8]=[C:9]([S:11]([F:16])([F:12])([F:13])([F:14])[F:15])[CH:10]=1)[C:5]([OH:7])=[O:6])=[O:27])([CH3:20])([CH3:19])[CH3:18]. (3) Given the reactants [Na].C(O[C:5](=[O:17])[CH:6]([C:15]#[N:16])[CH2:7][CH:8]([O:12][CH2:13][CH3:14])[O:9][CH2:10][CH3:11])C.[NH2:18][C:19]([NH2:21])=[S:20], predict the reaction product. The product is: [NH2:16][C:15]1[N:21]=[C:19]([SH:20])[N:18]=[C:5]([OH:17])[C:6]=1[CH2:7][CH:8]([O:12][CH2:13][CH3:14])[O:9][CH2:10][CH3:11].